Predict which catalyst facilitates the given reaction. From a dataset of Catalyst prediction with 721,799 reactions and 888 catalyst types from USPTO. (1) Reactant: [CH3:1][O:2][C:3]1[CH:8]=[C:7]([N+:9]([O-:11])=[O:10])[C:6]([O:12]C)=[CH:5][C:4]=1[CH3:14].B(Cl)(Cl)Cl. Product: [CH3:1][O:2][C:3]1[C:4]([CH3:14])=[CH:5][C:6]([OH:12])=[C:7]([N+:9]([O-:11])=[O:10])[CH:8]=1. The catalyst class is: 2. (2) Reactant: C([O:3][C:4](=[O:30])[C:5]([CH3:29])([CH3:28])[CH2:6][CH2:7][CH2:8][CH2:9][CH2:10][CH:11]([C:21]1[CH:26]=[CH:25][CH:24]=[CH:23][C:22]=1[Cl:27])[N:12]1[CH2:17][CH2:16][C:15]2[O:18][CH:19]=[CH:20][C:14]=2[CH2:13]1)C.C(O)C.[OH-].[Na+]. Product: [Cl:27][C:22]1[CH:23]=[CH:24][CH:25]=[CH:26][C:21]=1[CH:11]([N:12]1[CH2:17][CH2:16][C:15]2[O:18][CH:19]=[CH:20][C:14]=2[CH2:13]1)[CH2:10][CH2:9][CH2:8][CH2:7][CH2:6][C:5]([CH3:29])([CH3:28])[C:4]([OH:30])=[O:3]. The catalyst class is: 6. (3) Reactant: [F:1][C:2]1[CH:39]=[CH:38][C:5]([CH2:6][C@H:7]2[C@H:15]([CH3:16])[O:14][C:13](=[O:17])[C@@H:12]([NH:18][C:19](=[O:29])[C:20]3[C:25]([OH:26])=[C:24]([O:27][CH3:28])[CH:23]=[CH:22][N:21]=3)[CH2:11][CH2:10][O:9][C@@H:8]2[CH2:30][CH2:31][C:32]2[CH:37]=[CH:36][CH:35]=[CH:34][CH:33]=2)=[CH:4][CH:3]=1.C([O-])([O-])=O.[K+].[K+].[C:46]([O:49][CH2:50]Br)(=[O:48])[CH3:47]. Product: [C:46]([O:49][CH2:50][O:26][C:25]1[C:20]([C:19](=[O:29])[NH:18][C@H:12]2[CH2:11][CH2:10][O:9][C@H:8]([CH2:30][CH2:31][C:32]3[CH:37]=[CH:36][CH:35]=[CH:34][CH:33]=3)[C@@H:7]([CH2:6][C:5]3[CH:4]=[CH:3][C:2]([F:1])=[CH:39][CH:38]=3)[C@H:15]([CH3:16])[O:14][C:13]2=[O:17])=[N:21][CH:22]=[CH:23][C:24]=1[O:27][CH3:28])(=[O:48])[CH3:47]. The catalyst class is: 21. (4) Reactant: [CH2:1]([C:3]1[N:7]([CH3:8])[N:6]([C:9]2[CH:14]=[CH:13][CH:12]=[CH:11][CH:10]=2)[C:5](=[O:15])[CH:4]=1)[CH3:2].[Cl:16]N1C(=O)CCC1=O. Product: [Cl:16][C:4]1[C:5](=[O:15])[N:6]([C:9]2[CH:14]=[CH:13][CH:12]=[CH:11][CH:10]=2)[N:7]([CH3:8])[C:3]=1[CH2:1][CH3:2]. The catalyst class is: 22. (5) Reactant: [Br:1][C:2]1[CH:11]=[CH:10][C:5]2[N:6]=[C:7]([NH2:9])[S:8][C:4]=2[CH:3]=1.[CH2:12]([N:14]=[C:15]=[O:16])[CH3:13].C(N(CC)CC)C. Product: [Br:1][C:2]1[CH:11]=[CH:10][C:5]2[N:6]=[C:7]([NH:9][C:15]([NH:14][CH2:12][CH3:13])=[O:16])[S:8][C:4]=2[CH:3]=1. The catalyst class is: 3.